This data is from Peptide-MHC class II binding affinity with 134,281 pairs from IEDB. The task is: Regression. Given a peptide amino acid sequence and an MHC pseudo amino acid sequence, predict their binding affinity value. This is MHC class II binding data. (1) The peptide sequence is AVTYYKEADYSQIPI. The MHC is DRB1_0101 with pseudo-sequence DRB1_0101. The binding affinity (normalized) is 0.307. (2) The peptide sequence is IKTLLEVKNKEKMFV. The MHC is DRB1_0101 with pseudo-sequence DRB1_0101. The binding affinity (normalized) is 0.257.